Dataset: Peptide-MHC class II binding affinity with 134,281 pairs from IEDB. Task: Regression. Given a peptide amino acid sequence and an MHC pseudo amino acid sequence, predict their binding affinity value. This is MHC class II binding data. The peptide sequence is HGSEPCIIHRGKPFQLEAV. The MHC is HLA-DQA10301-DQB10302 with pseudo-sequence HLA-DQA10301-DQB10302. The binding affinity (normalized) is 0.294.